From a dataset of Peptide-MHC class II binding affinity with 134,281 pairs from IEDB. Regression. Given a peptide amino acid sequence and an MHC pseudo amino acid sequence, predict their binding affinity value. This is MHC class II binding data. The peptide sequence is KQELDEISTNIRQAG. The MHC is DRB1_0301 with pseudo-sequence DRB1_0301. The binding affinity (normalized) is 0.151.